From a dataset of Reaction yield outcomes from USPTO patents with 853,638 reactions. Predict the reaction yield, written as a fraction of the theoretical maximum amount of product (1.0 means a 100% yield; for example, 0.34 means a 34% yield). (1) The reactants are [F:1][C:2]([F:13])([F:12])[C:3]1[C:4]([C:9]([OH:11])=O)=[N:5][CH:6]=[CH:7][N:8]=1.[CH2:14]([C:18]1[CH:19]=[C:20]([CH:22]=[CH:23][C:24]=1[CH:25]([C:30]([F:33])([F:32])[F:31])[C:26]([F:29])([F:28])[F:27])[NH2:21])[CH:15]([CH3:17])[CH3:16].[I-].ClC1C=CC=C[N+]=1C.C(N(CC)CC)C. The catalyst is C1COCC1.C(OCC)(=O)C. The product is [CH2:14]([C:18]1[CH:19]=[C:20]([NH:21][C:9]([C:4]2[C:3]([C:2]([F:1])([F:13])[F:12])=[N:8][CH:7]=[CH:6][N:5]=2)=[O:11])[CH:22]=[CH:23][C:24]=1[CH:25]([C:30]([F:31])([F:32])[F:33])[C:26]([F:27])([F:28])[F:29])[CH:15]([CH3:17])[CH3:16]. The yield is 0.620. (2) The reactants are [C:1]1([C:10]2[CH:15]=[CH:14][CH:13]=[CH:12][CH:11]=2)[CH:6]=[CH:5][C:4]([C:7]([OH:9])=O)=[CH:3][CH:2]=1.C1C=CC2N(O)N=NC=2C=1.CCN=C=NCCCN(C)C.Cl.[CH2:38]([O:40][C:41]([C@@H:43]1[CH2:47][CH2:46][C@H:45]([NH:48][C:49]2[CH:54]=[CH:53][C:52]([C:55](=[NH:58])[NH:56]O)=[CH:51][C:50]=2[CH3:59])[CH2:44]1)=[O:42])[CH3:39]. The catalyst is C(Cl)Cl.O1CCOCC1. The product is [CH2:38]([O:40][C:41]([C@@H:43]1[CH2:47][CH2:46][C@H:45]([NH:48][C:49]2[CH:54]=[CH:53][C:52]([C:55]3[N:58]=[C:7]([C:4]4[CH:3]=[CH:2][C:1]([C:10]5[CH:15]=[CH:14][CH:13]=[CH:12][CH:11]=5)=[CH:6][CH:5]=4)[O:9][N:56]=3)=[CH:51][C:50]=2[CH3:59])[CH2:44]1)=[O:42])[CH3:39]. The yield is 0.418. (3) The product is [C:1]([O:5][C:6]([N:8]([C:23]([O:25][C:26]([CH3:27])([CH3:29])[CH3:28])=[O:24])[C:9]1[N:10]=[CH:11][C:12]([C:15]2[CH:20]=[CH:19][CH:18]=[CH:17][C:16]=2[S:32]([CH3:36])(=[O:34])=[O:31])=[CH:13][N:14]=1)=[O:7])([CH3:4])([CH3:2])[CH3:3]. The reactants are [C:1]([O:5][C:6]([N:8]([C:23]([O:25][C:26]([CH3:29])([CH3:28])[CH3:27])=[O:24])[C:9]1[N:14]=[CH:13][C:12]([C:15]2[CH:20]=[CH:19][CH:18]=[CH:17][C:16]=2SC)=[CH:11][N:10]=1)=[O:7])([CH3:4])([CH3:3])[CH3:2].O[O:31][S:32]([O-:34])=O.[K+].[CH3:36]O. The yield is 0.560. The catalyst is O. (4) The reactants are [C:1]([C:3]1[C:4]([F:24])=[CH:5][C:6]([O:22]C)=[C:7]([CH:21]=1)[C:8]([NH:10][CH2:11][C:12]1[CH:17]=[CH:16][CH:15]=[C:14]([N+:18]([O-:20])=[O:19])[CH:13]=1)=[O:9])#[N:2].B(Br)(Br)Br. The catalyst is ClCCl. The product is [C:1]([C:3]1[C:4]([F:24])=[CH:5][C:6]([OH:22])=[C:7]([CH:21]=1)[C:8]([NH:10][CH2:11][C:12]1[CH:17]=[CH:16][CH:15]=[C:14]([N+:18]([O-:20])=[O:19])[CH:13]=1)=[O:9])#[N:2]. The yield is 0.590. (5) The reactants are [H-].[Na+].[Br:3][C:4]1[NH:8][C:7]2[CH:9]=[CH:10][CH:11]=[CH:12][C:6]=2[N:5]=1.Br[CH2:14][CH2:15][O:16][CH3:17]. The catalyst is CN(C=O)C.C(OCC)(=O)C. The product is [Br:3][C:4]1[N:8]([CH2:14][CH2:15][O:16][CH3:17])[C:7]2[CH:9]=[CH:10][CH:11]=[CH:12][C:6]=2[N:5]=1. The yield is 0.820.